Predict the reactants needed to synthesize the given product. From a dataset of Full USPTO retrosynthesis dataset with 1.9M reactions from patents (1976-2016). (1) Given the product [CH:20]1([NH:26][C:27]([NH:28][C@H:29]2[CH2:33][O:34][C@@H:1]3[C@@H:2]([O:4][C:5]4[C:13]5[C:8](=[CH:9][CH:10]=[CH:11][CH:12]=5)[NH:7][CH:6]=4)[CH2:32][O:31][C@H:30]23)=[O:48])[CH2:21][CH2:22][CH2:23][CH2:24][CH2:25]1, predict the reactants needed to synthesize it. The reactants are: [CH3:1][C:2]([O:4][C:5]1[C:13]2[C:8](=[CH:9][CH:10]=[CH:11][CH:12]=2)[NH:7][CH:6]=1)=O.CC(C)([O-])C.[K+].[CH:20]1([NH:26][C:27](=[O:48])[NH:28][C@@H:29]2[C@H:33]3[O:34]C[C@@H](OS(C4C=CC(C)=CC=4)(=O)=O)[C@H:32]3[O:31][CH2:30]2)[CH2:25][CH2:24][CH2:23][CH2:22][CH2:21]1. (2) Given the product [CH2:11]([C:13]1[C:18]([F:19])=[CH:17][C:16]([O:20][C:9]2[CH:8]=[CH:7][C:4]([C:5]#[N:6])=[CH:3][C:2]=2[F:1])=[C:15]([O:22][CH3:26])[CH:14]=1)[CH3:12], predict the reactants needed to synthesize it. The reactants are: [F:1][C:2]1[CH:3]=[C:4]([CH:7]=[CH:8][C:9]=1F)[C:5]#[N:6].[CH2:11]([C:13]1[CH:14]=[C:15]([OH:22])[C:16]([O:20]C)=[CH:17][C:18]=1[F:19])[CH3:12].[OH-].[K+].O.[C:26](#N)C. (3) Given the product [Cl:1][C:2]1[C:3]([I:13])=[C:4]([C:8]([O:10][CH2:11][CH3:12])=[O:9])[N:5]([C:19]([O:18][C:14]([CH3:17])([CH3:16])[CH3:15])=[O:20])[C:6]=1[CH3:7], predict the reactants needed to synthesize it. The reactants are: [Cl:1][C:2]1[C:3]([I:13])=[C:4]([C:8]([O:10][CH2:11][CH3:12])=[O:9])[NH:5][C:6]=1[CH3:7].[C:14]([O:18][C:19](O[C:19]([O:18][C:14]([CH3:17])([CH3:16])[CH3:15])=[O:20])=[O:20])([CH3:17])([CH3:16])[CH3:15].CCN(CC)CC. (4) The reactants are: [Br:1][C:2]1[CH:3]=[C:4]2[C:15]3([CH2:20][CH2:19][S:18][C:17]([NH:21]C(=O)C4C=CC([N+]([O-])=O)=CC=4)=[N:16]3)[C:14]3[C:9](=[CH:10][CH:11]=[C:12]([I:33])[CH:13]=3)[O:8][C:5]2=[N:6][CH:7]=1.O.[OH-].[Li+]. Given the product [Br:1][C:2]1[CH:3]=[C:4]2[C:15]3([CH2:20][CH2:19][S:18][C:17]([NH2:21])=[N:16]3)[C:14]3[C:9](=[CH:10][CH:11]=[C:12]([I:33])[CH:13]=3)[O:8][C:5]2=[N:6][CH:7]=1, predict the reactants needed to synthesize it. (5) The reactants are: [CH3:1][N:2]([C:7]1[N:12]=[C:11]([C:13]2[CH:18]=[CH:17][C:16]([F:19])=[CH:15][CH:14]=2)[C:10](/[CH:20]=[CH:21]/[C@@H:22]([OH:30])[CH2:23][C@@H:24]([OH:29])[CH2:25][C:26]([OH:28])=[O:27])=[C:9]([CH:31]([CH3:33])[CH3:32])[N:8]=1)[S:3]([CH3:6])(=[O:5])=[O:4].[CH3:34]O[N-]C.[CH2:38](O)[CH3:39].[OH-].[Na+]. Given the product [CH:9]([NH:8][CH:38]([CH3:39])[CH3:34])([CH3:31])[CH3:10].[CH3:1][N:2]([C:7]1[N:12]=[C:11]([C:13]2[CH:14]=[CH:15][C:16]([F:19])=[CH:17][CH:18]=2)[C:10](/[CH:20]=[CH:21]/[C@@H:22]([OH:30])[CH2:23][C@@H:24]([OH:29])[CH2:25][C:26]([OH:28])=[O:27])=[C:9]([CH:31]([CH3:33])[CH3:32])[N:8]=1)[S:3]([CH3:6])(=[O:5])=[O:4], predict the reactants needed to synthesize it. (6) Given the product [F:48][C:7]1[CH:2]=[C:3]([C:19]2[NH:23][C:22](=[O:24])[O:21][N:20]=2)[CH:4]=[CH:5][C:6]=1[C:8]1[CH:17]=[CH:16][C:15]2[C:10](=[CH:11][CH:12]=[C:13]([OH:18])[CH:14]=2)[N:9]=1, predict the reactants needed to synthesize it. The reactants are: F[C:2]1[CH:7]=[C:6]([C:8]2[CH:17]=[CH:16][C:15]3[C:10](=[CH:11][CH:12]=[C:13]([OH:18])[CH:14]=3)[N:9]=2)[CH:5]=[CH:4][C:3]=1[C:19]1[NH:23][C:22](=[O:24])[O:21][N:20]=1.ClC1C=CC2C(=CC=C(O)C=2)N=1.C(C1C=CC(B(O)O)=C([F:48])C=1)#N. (7) Given the product [CH2:1]([O:8][CH2:9][N:10]1[C:18]2[C:17]([NH2:19])=[N:16][C:15]([CH2:20][CH2:21][CH2:22][CH3:23])=[N:14][C:13]=2[C:12]([C:24]#[C:25][CH2:26][CH2:27][CH2:28][CH2:29][N:30]2[CH2:34][CH2:33][C@H:32]([F:35])[CH2:31]2)=[CH:11]1)[C:2]1[CH:3]=[CH:4][CH:5]=[CH:6][CH:7]=1, predict the reactants needed to synthesize it. The reactants are: [CH2:1]([O:8][CH2:9][N:10]1[C:18]2[C:17]([NH2:19])=[N:16][C:15]([CH2:20][CH2:21][CH2:22][CH3:23])=[N:14][C:13]=2[C:12]([C:24]#[C:25][CH2:26][CH2:27][CH2:28][CH2:29][N:30]2[CH2:34][CH2:33][C@@H:32]([F:35])[CH2:31]2)=[CH:11]1)[C:2]1[CH:7]=[CH:6][CH:5]=[CH:4][CH:3]=1.C(OCN1C2C(N)=NC(CCCC)=NC=2C(C#CCCCCCl)=C1)C1C=CC=CC=1.Cl.F[C@H]1CCNC1.